This data is from Forward reaction prediction with 1.9M reactions from USPTO patents (1976-2016). The task is: Predict the product of the given reaction. (1) The product is: [NH2:14][C:13]1[C:12]([C:17]2[CH:22]=[CH:21][CH:20]=[CH:19][CH:18]=2)=[CH:11][C:10]([C:23]([OH:25])=[O:24])=[C:8]2[C:7]=1[O:6][C:5]([C:1]([CH3:4])([CH3:2])[CH3:3])=[N:9]2. Given the reactants [C:1]([C:5]1[O:6][C:7]2[C:8](=[C:10]([C:23]([OH:25])=[O:24])[CH:11]=[C:12]([C:17]3[CH:22]=[CH:21][CH:20]=[CH:19][CH:18]=3)[C:13]=2[N+:14]([O-])=O)[N:9]=1)([CH3:4])([CH3:3])[CH3:2].[H][H], predict the reaction product. (2) Given the reactants [CH:1]1([C:4]([CH:6]2[CH2:11][O:10][C:9]([CH3:13])([CH3:12])[CH2:8][C:7]2=O)=O)[CH2:3][CH2:2]1.[C:15]([CH2:17][C:18]([NH2:20])=[O:19])#[N:16].C(NCC)C, predict the reaction product. The product is: [CH:1]1([C:4]2[C:6]3[CH2:11][O:10][C:9]([CH3:13])([CH3:12])[CH2:8][C:7]=3[C:17]([C:15]#[N:16])=[C:18]([OH:19])[N:20]=2)[CH2:3][CH2:2]1. (3) Given the reactants Br[C:2]1[CH:14]=[C:13]2[C:5]([C:6]3[CH:7]=[CH:8][CH:9]=[C:10](C4C([C:14]5[C:13]6[C:12](CCCCCCCC)(CCCCCCCC)[C:11]7[C:6](=[CH:7][CH:8]=[C:9](Br)[CH:10]=7)[C:5]=6[CH:4]=[CH:3][CH:2]=5)=C([SiH](C(C)(C)C)C(C)(C)C)C=CC=4)[C:11]=3[C:12]2(CCCCCCCC)CCCCCCCC)=[CH:4][CH:3]=1.C(C1(CCCCCCCC)C2C=CC=CC=2C2C1=CC=CC=2)CCCCCCC.[B].BrC1C=CC2C3C(=CC(Br)=CC=3)C(CCCCCCCC)(CCCCCCCC)C=2C=1.C(=O)([O-])[O-].[K+].[K+], predict the reaction product. The product is: [CH:14]1[C:13]2[CH2:12][C:11]3[C:6](=[CH:7][CH:8]=[CH:9][CH:10]=3)[C:5]=2[CH:4]=[CH:3][CH:2]=1. (4) Given the reactants [Br:1][C:2]1[CH:7]=[C:6]([F:8])[C:5]([N+:9]([O-])=O)=[CH:4][C:3]=1[CH2:12][C:13](=[O:15])[CH3:14], predict the reaction product. The product is: [NH2:9][C:5]1[C:6]([F:8])=[CH:7][C:2]([Br:1])=[C:3]([CH2:12][C:13](=[O:15])[CH3:14])[CH:4]=1. (5) The product is: [ClH:1].[ClH:1].[Cl:1][C:2]1[CH:7]=[CH:6][CH:5]=[C:4]([F:8])[C:3]=1[NH:9][C:10]1[NH:11][C:12]2[C:18]3[CH2:19][C:20]([CH3:23])([CH3:22])[O:21][C:17]=3[C:16]([C:24]([NH:26][C:27]3[CH:32]=[CH:31][C:30]([F:33])=[C:29]([C:34]([F:37])([F:36])[F:35])[CH:28]=3)=[O:25])=[CH:15][C:13]=2[N:14]=1. Given the reactants [Cl:1][C:2]1[CH:7]=[CH:6][CH:5]=[C:4]([F:8])[C:3]=1[NH:9][C:10]1[NH:11][C:12]2[C:18]3[CH2:19][C:20]([CH3:23])([CH3:22])[O:21][C:17]=3[C:16]([C:24]([NH:26][C:27]3[CH:32]=[CH:31][C:30]([F:33])=[C:29]([C:34]([F:37])([F:36])[F:35])[CH:28]=3)=[O:25])=[CH:15][C:13]=2[N:14]=1, predict the reaction product. (6) Given the reactants [F:1][C:2]([F:12])([F:11])[C:3]1[CH:10]=[CH:9][C:6]([CH:7]=O)=[CH:5][CH:4]=1.[CH:13]([C:16]1[CH:22]=[CH:21][C:19]([NH2:20])=[CH:18][CH:17]=1)([CH3:15])[CH3:14], predict the reaction product. The product is: [CH:13]([C:16]1[CH:22]=[CH:21][C:19]([NH:20][CH2:7][C:6]2[CH:9]=[CH:10][C:3]([C:2]([F:12])([F:11])[F:1])=[CH:4][CH:5]=2)=[CH:18][CH:17]=1)([CH3:15])[CH3:14].